Dataset: Full USPTO retrosynthesis dataset with 1.9M reactions from patents (1976-2016). Task: Predict the reactants needed to synthesize the given product. (1) Given the product [CH3:1][O:2][C:3]1[CH:4]=[C:5]([CH:6]=[CH:7][C:8]=1[O:9][CH3:10])[CH:11]=[CH:12][CH:13]=[O:21], predict the reactants needed to synthesize it. The reactants are: [CH3:1][O:2][C:3]1[CH:4]=[C:5]([CH2:11][CH2:12][CH3:13])[CH:6]=[CH:7][C:8]=1[O:9][CH3:10].C1(C)C=CC(S(O)(=O)=[O:21])=CC=1.C(C1C(=O)C(Cl)=C(Cl)C(=O)C=1C#N)#N. (2) Given the product [Cl:23][C:24]1[CH:25]=[C:26]([NH:27][C:15]2[C:14]3[C:19](=[CH:20][CH:21]=[C:12]([OH:11])[CH:13]=3)[N:18]=[CH:17][N:16]=2)[CH:28]=[CH:29][C:30]=1[O:31][CH2:32][C:33]1[CH:38]=[CH:37][CH:36]=[CH:35][N:34]=1, predict the reactants needed to synthesize it. The reactants are: Cl.O1CCOCC1.C([O:11][C:12]1[CH:13]=[C:14]2[C:19](=[CH:20][CH:21]=1)[N:18]=[CH:17][N:16]=[C:15]2Cl)(=O)C.[Cl:23][C:24]1[CH:25]=[C:26]([CH:28]=[CH:29][C:30]=1[O:31][CH2:32][C:33]1[CH:38]=[CH:37][CH:36]=[CH:35][N:34]=1)[NH2:27].